The task is: Binary Classification. Given a drug SMILES string, predict its activity (active/inactive) in a high-throughput screening assay against a specified biological target.. This data is from Orexin1 receptor HTS with 218,158 compounds and 233 confirmed actives. (1) The drug is O1C(OCc2ccc(cc2)CO)CC(c2ccc(cc2)C(OC)=O)C=C1C(O)=O. The result is 0 (inactive). (2) The drug is O=C(N)C[n+]1cc(ccc1)/C=N\O. The result is 0 (inactive). (3) The molecule is Brc1ccc(C2CC(OC(=C2)C(=O)NCC#C)OCc2ccc(cc2)CO)cc1. The result is 0 (inactive). (4) The drug is s1\c(n(CC)c(c1)C)=N/C(=O)c1c(O)cccc1. The result is 1 (active). (5) The compound is S1\C(=C/c2c(n(c(c2)C)c2ccc(NC(=O)C)cc2)C)C(=O)N=C1NC(=O)C. The result is 0 (inactive). (6) The compound is Clc1ccc(S(=O)(=O)N2C(CCC2)C(=O)NCc2cc3OCOc3cc2)cc1. The result is 0 (inactive). (7) The molecule is O1C(CCC1)CNc1c([N+]([O-])=O)cc(cc1)C(=O)NCCc1ccccc1. The result is 0 (inactive). (8) The compound is Clc1c(c2oc(C(=O)Nc3ccc(CN4CCOCC4)cc3)cc2)cc(Cl)cc1. The result is 0 (inactive). (9) The compound is OC(C(O)c1ccccc1)(c1n(c2c(n1)cccc2)C)C. The result is 0 (inactive). (10) The molecule is S(=O)(=O)(N1CCN(CC1)C)c1ccc(NC(=S)NC(=O)C(C)(C)C)cc1. The result is 0 (inactive).